Dataset: Forward reaction prediction with 1.9M reactions from USPTO patents (1976-2016). Task: Predict the product of the given reaction. (1) Given the reactants [CH2:1]([Mg]Br)[CH2:2][CH3:3].[CH3:6][O:7][CH2:8][CH2:9][CH2:10][N:11]1[C:16]2[CH:17]=[C:18]([CH2:21][O:22][C@@H:23]3[C@@H:28]([C:29]4[CH:34]=[CH:33][C:32](OS(C(F)(F)F)(=O)=O)=[CH:31][CH:30]=4)[C@H:27]([O:43][Si:44]([CH:51]([CH3:53])[CH3:52])([CH:48]([CH3:50])[CH3:49])[CH:45]([CH3:47])[CH3:46])[CH2:26][N:25]([C:54]([O:56][CH2:57][C:58]4[CH:63]=[CH:62][CH:61]=[CH:60][CH:59]=4)=[O:55])[CH2:24]3)[CH:19]=[CH:20][C:15]=2[O:14][CH2:13][CH2:12]1.CN1CCCC1=O, predict the reaction product. The product is: [CH3:6][O:7][CH2:8][CH2:9][CH2:10][N:11]1[C:16]2[CH:17]=[C:18]([CH2:21][O:22][C@@H:23]3[C@@H:28]([C:29]4[CH:34]=[CH:33][C:32]([CH2:1][CH2:2][CH3:3])=[CH:31][CH:30]=4)[C@H:27]([O:43][Si:44]([CH:51]([CH3:52])[CH3:53])([CH:45]([CH3:46])[CH3:47])[CH:48]([CH3:49])[CH3:50])[CH2:26][N:25]([C:54]([O:56][CH2:57][C:58]4[CH:59]=[CH:60][CH:61]=[CH:62][CH:63]=4)=[O:55])[CH2:24]3)[CH:19]=[CH:20][C:15]=2[O:14][CH2:13][CH2:12]1. (2) Given the reactants [Br:1][C:2]1[CH:7]=[CH:6][C:5]([OH:8])=[CH:4][CH:3]=1.F[C:10]1[CH:17]=[CH:16][C:13]([CH:14]=[O:15])=[CH:12][CH:11]=1.C(=O)([O-])[O-].[K+].[K+], predict the reaction product. The product is: [Br:1][C:2]1[CH:7]=[CH:6][C:5]([O:8][C:10]2[CH:17]=[CH:16][C:13]([CH:14]=[O:15])=[CH:12][CH:11]=2)=[CH:4][CH:3]=1. (3) Given the reactants C1(OC)C=CC=CC=1.COC1C=CC(C[O:16][C:17](=[O:64])[CH:18]([NH:33][C:34]([NH:36][CH:37]([C:52]([O:54]CC2C=CC(OC)=CC=2)=[O:53])[CH2:38][CH2:39][CH2:40][CH2:41][NH:42][C:43](=[O:51])[C:44]2[CH:49]=[CH:48][C:47]([I:50])=[CH:46][CH:45]=2)=[O:35])[CH2:19][CH2:20][C:21]([O:23]CC2C=CC(OC)=CC=2)=[O:22])=CC=1, predict the reaction product. The product is: [C:52]([CH:37]([NH:36][C:34](=[O:35])[NH:33][CH:18]([CH2:19][CH2:20][C:21]([OH:23])=[O:22])[C:17]([OH:64])=[O:16])[CH2:38][CH2:39][CH2:40][CH2:41][NH:42][C:43](=[O:51])[C:44]1[CH:45]=[CH:46][C:47]([I:50])=[CH:48][CH:49]=1)([OH:54])=[O:53]. (4) The product is: [N:18]([CH2:21][CH:22]1[CH2:27][CH2:26][N:25]([C:2]2[N:7]=[C:6]([C:8]3[CH:17]=[CH:16][C:15]4[C:10](=[CH:11][CH:12]=[CH:13][CH:14]=4)[CH:9]=3)[CH:5]=[CH:4][N:3]=2)[CH2:24][CH2:23]1)=[N+:19]=[N-:20]. Given the reactants Cl[C:2]1[N:7]=[C:6]([C:8]2[CH:17]=[CH:16][C:15]3[C:10](=[CH:11][CH:12]=[CH:13][CH:14]=3)[CH:9]=2)[CH:5]=[CH:4][N:3]=1.[N:18]([CH2:21][CH:22]1[CH2:27][CH2:26][NH:25][CH2:24][CH2:23]1)=[N+:19]=[N-:20].C(N(C(C)C)CC)(C)C.C(N(CC)CC)C, predict the reaction product. (5) Given the reactants [Cl:1][C:2]1[CH:3]=[C:4]([CH:8]=[C:9]([Cl:11])[N:10]=1)[C:5]([OH:7])=[O:6].S(Cl)(Cl)=O.[CH2:16](O)[CH3:17], predict the reaction product. The product is: [Cl:1][C:2]1[CH:3]=[C:4]([CH:8]=[C:9]([Cl:11])[N:10]=1)[C:5]([O:7][CH2:16][CH3:17])=[O:6]. (6) The product is: [NH:10]1[C:18]2[C:13](=[CH:14][CH:15]=[CH:16][CH:17]=2)[C:12]([C:19]2[N:24]=[CH:23][C:22]([NH:25][C@@H:26]3[CH:33]4[CH2:34][N:29]5[CH2:30][CH:31]([CH2:35][CH:27]3[CH2:28]5)[CH2:32]4)=[CH:21][CH:20]=2)=[CH:11]1. Given the reactants C1(S([N:10]2[C:18]3[C:13](=[CH:14][CH:15]=[CH:16][CH:17]=3)[C:12]([C:19]3[N:24]=[CH:23][C:22]([NH:25][C@@H:26]4[CH:33]5[CH2:34][N:29]6[CH2:30][CH:31]([CH2:35][CH:27]4[CH2:28]6)[CH2:32]5)=[CH:21][CH:20]=3)=[CH:11]2)(=O)=O)C=CC=CC1.C(=O)([O-])[O-].[K+].[K+], predict the reaction product. (7) Given the reactants [CH2:1]([O:3][C:4](=[O:28])[CH2:5][O:6][C:7]1[CH:12]=[CH:11][C:10]([S:13][C:14]2[CH:19]=[C:18]([O:20][CH:21]3CCCC3)[CH:17]=[C:16](Br)[CH:15]=2)=[CH:9][C:8]=1[CH3:27])[CH3:2].[CH2:29]([N:32]1[CH2:37][CH2:36][O:35][CH2:34][CH2:33]1)[C:30]#[CH:31].C(OC(=O)CO[C:44]1[CH:49]=[CH:48]C(S[C:44]2[CH:49]=[C:48](C#C[C:44]3[CH:49]=[CH:48]C(CO)=[CH:46][CH:45]=3)C=[C:46](OCC[C:44]3[CH:49]=[CH:48]C(Cl)=[CH:46][CH:45]=3)[CH:45]=2)=[CH:46][C:45]=1C)C, predict the reaction product. The product is: [CH2:1]([O:3][C:4](=[O:28])[CH2:5][O:6][C:7]1[CH:12]=[CH:11][C:10]([S:13][C:14]2[CH:15]=[C:16]([C:31]#[C:30][CH2:29][N:32]3[CH2:37][CH2:36][O:35][CH2:34][CH2:33]3)[CH:17]=[C:18]([O:20][CH2:21][CH:44]([CH2:49][CH3:48])[CH2:45][CH3:46])[CH:19]=2)=[CH:9][C:8]=1[CH3:27])[CH3:2].